Dataset: Catalyst prediction with 721,799 reactions and 888 catalyst types from USPTO. Task: Predict which catalyst facilitates the given reaction. (1) Reactant: [H-].[Na+].[F:3][C:4]1([F:29])[CH2:9][CH2:8][N:7]([C:10]([C:12]2[CH:16]=[C:15]([C:17]3[CH:21]=[CH:20][NH:19][CH:18]=3)[N:14]([C:22]3[CH:23]=[N:24][C:25]([CH3:28])=[CH:26][CH:27]=3)[N:13]=2)=[O:11])[CH2:6][CH2:5]1.[CH2:30](I)[CH:31]=[CH2:32].O. Product: [CH2:32]([N:19]1[CH:20]=[CH:21][C:17]([C:15]2[N:14]([C:22]3[CH:23]=[N:24][C:25]([CH3:28])=[CH:26][CH:27]=3)[N:13]=[C:12]([C:10]([N:7]3[CH2:6][CH2:5][C:4]([F:3])([F:29])[CH2:9][CH2:8]3)=[O:11])[CH:16]=2)=[CH:18]1)[CH:31]=[CH2:30]. The catalyst class is: 42. (2) Reactant: C([O:5][C:6](=[O:27])/[CH:7]=[CH:8]/[C:9]1[CH:13]=[CH:12][N:11]([S:14]([C:17]2[CH:26]=[CH:25][C:24]3[C:19](=[CH:20][CH:21]=[CH:22][CH:23]=3)[CH:18]=2)(=[O:16])=[O:15])[CH:10]=1)(C)(C)C. Product: [CH:18]1[C:19]2[C:24](=[CH:23][CH:22]=[CH:21][CH:20]=2)[CH:25]=[CH:26][C:17]=1[S:14]([N:11]1[CH:12]=[CH:13][C:9](/[CH:8]=[CH:7]/[C:6]([OH:27])=[O:5])=[CH:10]1)(=[O:16])=[O:15]. The catalyst class is: 620. (3) Reactant: Cl[C:2]1[C:11]2[C:6](=[CH:7][C:8]([C:12]([F:15])([F:14])[F:13])=[CH:9][CH:10]=2)[N:5]=[C:4]([C:16]2[CH:21]=[CH:20][C:19]([Cl:22])=[CH:18][CH:17]=2)[N:3]=1.[CH2:23]([NH2:25])[CH3:24]. Product: [Cl:22][C:19]1[CH:20]=[CH:21][C:16]([C:4]2[N:3]=[C:2]([CH2:24][CH2:23][NH2:25])[C:11]3[C:6](=[CH:7][C:8]([C:12]([F:15])([F:13])[F:14])=[CH:9][CH:10]=3)[N:5]=2)=[CH:17][CH:18]=1. The catalyst class is: 1. (4) Reactant: [Br:1][C:2]1[CH:3]=[C:4]([CH:8]=[CH:9][CH:10]=1)[C:5]([OH:7])=O.[F:11][C:12]([F:21])([F:20])[C:13]1[CH:14]=[C:15]([CH:17]=[CH:18][CH:19]=1)[NH2:16].CCN(C(C)C)C(C)C.CN(C(ON1N=NC2C=CC=NC1=2)=[N+](C)C)C.F[P-](F)(F)(F)(F)F. Product: [Br:1][C:2]1[CH:3]=[C:4]([CH:8]=[CH:9][CH:10]=1)[C:5]([NH:16][C:15]1[CH:17]=[CH:18][CH:19]=[C:13]([C:12]([F:11])([F:20])[F:21])[CH:14]=1)=[O:7]. The catalyst class is: 3. (5) Reactant: Cl[C:2]1[N:10]=[C:9]([CH3:11])[N:8]=[C:7]2[C:3]=1[N:4]=[CH:5][N:6]2[CH:12]1[CH2:17][CH2:16][CH2:15][CH2:14][O:13]1.[Cl:18][C:19]1[CH:20]=[C:21](B(O)O)[C:22]([F:25])=[N:23][CH:24]=1.C([O-])(=O)C.[K+].O. Product: [Cl:18][C:19]1[CH:20]=[C:21]([C:2]2[N:10]=[C:9]([CH3:11])[N:8]=[C:7]3[C:3]=2[N:4]=[CH:5][N:6]3[CH:12]2[CH2:17][CH2:16][CH2:15][CH2:14][O:13]2)[C:22]([F:25])=[N:23][CH:24]=1. The catalyst class is: 1.